From a dataset of Forward reaction prediction with 1.9M reactions from USPTO patents (1976-2016). Predict the product of the given reaction. (1) Given the reactants CC1C=CC(S(O[CH2:12][CH2:13][CH2:14][CH2:15][C:16]2[C:24]3[C:19](=[CH:20][CH:21]=[C:22]([F:25])[CH:23]=3)[NH:18][CH:17]=2)(=O)=O)=CC=1.[N:26]1([C:32]2[N:37]=[C:36]([C:38]([F:41])([F:40])[F:39])[CH:35]=[CH:34][N:33]=2)[CH2:31][CH2:30][NH:29][CH2:28][CH2:27]1.C(=O)([O-])[O-].[K+].[K+].[I-].[K+], predict the reaction product. The product is: [F:25][C:22]1[CH:23]=[C:24]2[C:19](=[CH:20][CH:21]=1)[NH:18][CH:17]=[C:16]2[CH2:15][CH2:14][CH2:13][CH2:12][N:29]1[CH2:30][CH2:31][N:26]([C:32]2[N:37]=[C:36]([C:38]([F:41])([F:39])[F:40])[CH:35]=[CH:34][N:33]=2)[CH2:27][CH2:28]1. (2) Given the reactants Cl[C:2]1[N:7]=[N:6][C:5]([N:8]2[CH2:12][C@@H:11]3[CH2:13][N:14]([C:16]([O:18][C:19]([CH3:22])([CH3:21])[CH3:20])=[O:17])[CH2:15][C@@H:10]3[CH2:9]2)=[CH:4][CH:3]=1.[Cl:23][C:24]1[CH:25]=[CH:26][C:27](B2OC(C)(C)C(C)(C)O2)=[C:28]([OH:30])[CH:29]=1.C(=O)([O-])[O-].[Na+].[Na+].C(Cl)Cl, predict the reaction product. The product is: [Cl:23][C:24]1[CH:25]=[CH:26][C:27]([C:2]2[N:7]=[N:6][C:5]([N:8]3[CH2:12][C@@H:11]4[CH2:13][N:14]([C:16]([O:18][C:19]([CH3:21])([CH3:20])[CH3:22])=[O:17])[CH2:15][C@@H:10]4[CH2:9]3)=[CH:4][CH:3]=2)=[C:28]([OH:30])[CH:29]=1. (3) Given the reactants [CH2:1]([C:3]1[CH:4]=[C:5]2[C:10](=[CH:11][CH:12]=1)[NH:9][CH2:8][CH2:7][C:6]2=[O:13])[CH3:2].C(=O)(O)[O-].[Na+].O.Cl[C:21]([O:23][CH2:24][C:25]1[CH:30]=[CH:29][CH:28]=[CH:27][CH:26]=1)=[O:22], predict the reaction product. The product is: [CH2:1]([C:3]1[CH:4]=[C:5]2[C:10](=[CH:11][CH:12]=1)[N:9]([C:21]([O:23][CH2:24][C:25]1[CH:30]=[CH:29][CH:28]=[CH:27][CH:26]=1)=[O:22])[CH2:8][CH2:7][C:6]2=[O:13])[CH3:2]. (4) Given the reactants [OH:1][N:2]=[CH:3][C:4]1[CH:16]=[CH:15][C:7]([C:8]([NH:10][C:11](=[O:14])[O:12][CH3:13])=[O:9])=[C:6]([CH3:17])[CH:5]=1.ClN1C(=O)CCC1=O.[Cl:26][C:27]1[CH:28]=[C:29]([C:35]([C:37]([F:40])([F:39])[F:38])=[CH2:36])[CH:30]=[C:31]([Cl:34])[C:32]=1[Cl:33].C(=O)([O-])O.[K+], predict the reaction product. The product is: [CH3:17][C:6]1[CH:5]=[C:4]([C:3]2[CH2:36][C:35]([C:29]3[CH:30]=[C:31]([Cl:34])[C:32]([Cl:33])=[C:27]([Cl:26])[CH:28]=3)([C:37]([F:40])([F:39])[F:38])[O:1][N:2]=2)[CH:16]=[CH:15][C:7]=1[C:8]([NH:10][C:11](=[O:14])[O:12][CH3:13])=[O:9]. (5) The product is: [C:20]1([C:17]([NH:16][C:14]2[O:15][C:11]([C:8]3[CH:9]=[C:10]4[C:5](=[CH:6][CH:7]=3)[N:4]([S:26]([C:29]3[CH:35]=[CH:34][C:32]([CH3:33])=[CH:31][CH:30]=3)(=[O:28])=[O:27])[CH:3]=[C:2]4[B:36]3[O:40][C:39]([CH3:42])([CH3:41])[C:38]([CH3:44])([CH3:43])[O:37]3)=[N:12][N:13]=2)([CH3:18])[CH3:19])[CH:21]=[CH:22][CH:23]=[CH:24][CH:25]=1. Given the reactants I[C:2]1[C:10]2[C:5](=[CH:6][CH:7]=[C:8]([C:11]3[O:15][C:14]([NH:16][C:17]([C:20]4[CH:25]=[CH:24][CH:23]=[CH:22][CH:21]=4)([CH3:19])[CH3:18])=[N:13][N:12]=3)[CH:9]=2)[N:4]([S:26]([C:29]2[CH:35]=[CH:34][C:32]([CH3:33])=[CH:31][CH:30]=2)(=[O:28])=[O:27])[CH:3]=1.[B:36]1([B:36]2[O:40][C:39]([CH3:42])([CH3:41])[C:38]([CH3:44])([CH3:43])[O:37]2)[O:40][C:39]([CH3:42])([CH3:41])[C:38]([CH3:44])([CH3:43])[O:37]1.C([O-])(=O)C.[K+].C(Cl)Cl, predict the reaction product. (6) Given the reactants [I:1][C:2]1[CH:6]=[CH:5][NH:4][N:3]=1.[H-].[Na+].[Cl:9][C:10]1[CH:17]=[C:16](F)[CH:15]=[CH:14][C:11]=1[C:12]#[N:13], predict the reaction product. The product is: [Cl:9][C:10]1[CH:17]=[C:16]([N:4]2[CH:5]=[CH:6][C:2]([I:1])=[N:3]2)[CH:15]=[CH:14][C:11]=1[C:12]#[N:13]. (7) Given the reactants [CH:1]1[C:6]([C@H:7]2[C@H:12]([CH2:13][O:14][C:15]3[CH:16]=[CH:17][C:18]4[O:23][CH2:22][O:21][C:19]=4[CH:20]=3)[CH2:11][NH:10][CH2:9][CH2:8]2)=[CH:5][CH:4]=[C:3]([F:24])[CH:2]=1.Cl.CC(O)C.[OH-].[Na+], predict the reaction product. The product is: [CH:5]1[C:6]([C@H:7]2[C@H:12]([CH2:13][O:14][C:15]3[CH:16]=[CH:17][C:18]4[O:23][CH2:22][O:21][C:19]=4[CH:20]=3)[CH2:11][NH:10][CH2:9][CH2:8]2)=[CH:1][CH:2]=[C:3]([F:24])[CH:4]=1.